This data is from Forward reaction prediction with 1.9M reactions from USPTO patents (1976-2016). The task is: Predict the product of the given reaction. (1) Given the reactants FC1C=C(C=C([N:10]2[CH2:16][CH2:15][CH2:14][C:13]3[N:17]=[C:18]([C:20]4[CH:25]=[CH:24][CH:23]=[CH:22][N:21]=4)[O:19][C:12]=3[CH2:11]2)C=1)C#N.Br[C:27]1[CH:32]=[CH:31][CH:30]=[C:29]([C:33]([F:36])([F:35])[F:34])[CH:28]=1, predict the reaction product. The product is: [N:21]1[CH:22]=[CH:23][CH:24]=[CH:25][C:20]=1[C:18]1[O:19][C:12]2[CH2:11][N:10]([C:27]3[CH:32]=[CH:31][CH:30]=[C:29]([C:33]([F:36])([F:35])[F:34])[CH:28]=3)[CH2:16][CH2:15][CH2:14][C:13]=2[N:17]=1. (2) Given the reactants C[O:2][C:3](=O)[CH2:4][CH2:5][CH2:6][CH2:7][CH:8]=[C:9]1[CH2:14][CH2:13][CH2:12][CH2:11][CH2:10]1.CC(C[AlH]CC(C)C)C, predict the reaction product. The product is: [C:9]1(=[CH:8][CH2:7][CH2:6][CH2:5][CH2:4][CH2:3][OH:2])[CH2:14][CH2:13][CH2:12][CH2:11][CH2:10]1.